From a dataset of Reaction yield outcomes from USPTO patents with 853,638 reactions. Predict the reaction yield, written as a fraction of the theoretical maximum amount of product (1.0 means a 100% yield; for example, 0.34 means a 34% yield). The reactants are [CH2:1]([O:8][C:9]1[CH:10]=[C:11]2[C:16](=[CH:17][CH:18]=1)[C:15](=[O:19])[N:14]([CH2:20][CH:21]([CH3:23])[CH3:22])[C:13]([CH2:24][N:25]1C(=O)C3C(=CC=CC=3)C1=O)=[C:12]2[O:36][CH2:37][CH2:38][CH2:39][CH3:40])[C:2]1[CH:7]=[CH:6][CH:5]=[CH:4][CH:3]=1.O.NN.C(=O)([O-])O.[Na+].[C:57](O[C:57]([O:59][C:60]([CH3:63])([CH3:62])[CH3:61])=[O:58])([O:59][C:60]([CH3:63])([CH3:62])[CH3:61])=[O:58]. The catalyst is C(O)C.O. The product is [CH2:1]([O:8][C:9]1[CH:10]=[C:11]2[C:16](=[CH:17][CH:18]=1)[C:15](=[O:19])[N:14]([CH2:20][CH:21]([CH3:23])[CH3:22])[C:13]([CH2:24][NH:25][C:57](=[O:58])[O:59][C:60]([CH3:61])([CH3:62])[CH3:63])=[C:12]2[O:36][CH2:37][CH2:38][CH2:39][CH3:40])[C:2]1[CH:3]=[CH:4][CH:5]=[CH:6][CH:7]=1. The yield is 0.974.